The task is: Predict the reactants needed to synthesize the given product.. This data is from Full USPTO retrosynthesis dataset with 1.9M reactions from patents (1976-2016). (1) Given the product [CH2:17]([CH:19]([CH2:38][CH2:39][CH2:40][CH3:41])[CH2:20][N:21]([CH2:30][CH:31]([CH2:36][CH3:37])[CH2:32][CH2:33][CH2:34][CH3:35])[C:22]1[CH:27]=[CH:26][C:25]([N:28]=[C:14]2[CH:13]=[CH:12][C:11](=[O:16])[C:10]([NH:9][C:6](=[O:8])[CH3:7])=[CH:15]2)=[C:24]([CH3:29])[CH:23]=1)[CH3:18], predict the reactants needed to synthesize it. The reactants are: C(=O)(O)[O-].[Na+].[C:6]([NH:9][C:10]1[CH:15]=[CH:14][CH:13]=[CH:12][C:11]=1[OH:16])(=[O:8])[CH3:7].[CH2:17]([CH:19]([CH2:38][CH2:39][CH2:40][CH3:41])[CH2:20][N:21]([CH2:30][CH:31]([CH2:36][CH3:37])[CH2:32][CH2:33][CH2:34][CH3:35])[C:22]1[CH:27]=[CH:26][C:25]([NH2:28])=[C:24]([CH3:29])[CH:23]=1)[CH3:18]. (2) Given the product [Cl:1][C:2]1[N:3]=[CH:4][N:5]=[C:6]([C:8](=[O:10])[CH3:9])[CH:7]=1, predict the reactants needed to synthesize it. The reactants are: [Cl:1][C:2]1[CH:7]=[C:6]([C:8]([O:10]CC)=[CH2:9])[N:5]=[CH:4][N:3]=1.Cl. (3) Given the product [NH2:9][C:5]1[CH:4]=[C:3]([CH3:12])[C:2]([Br:1])=[CH:7][C:6]=1[CH3:8], predict the reactants needed to synthesize it. The reactants are: [Br:1][C:2]1[CH:7]=[C:6]([CH3:8])[C:5]([N+:9]([O-])=O)=[CH:4][C:3]=1[CH3:12].N#N.O.NN. (4) Given the product [Br:1][C:2]1[C:7]([O:8][CH3:9])=[CH:6][C:5]2[O:10][CH2:11][C:12]3[C:16]([C:17]([OH:19])=[O:18])=[N:15][N:14]([C:22]4[CH:26]=[CH:25][S:24][CH:23]=4)[C:13]=3[C:4]=2[CH:3]=1, predict the reactants needed to synthesize it. The reactants are: [Br:1][C:2]1[C:7]([O:8][CH3:9])=[CH:6][C:5]2[O:10][CH2:11][C:12]3[C:16]([C:17]([O:19]CC)=[O:18])=[N:15][N:14]([C:22]4[CH:26]=[CH:25][S:24][CH:23]=4)[C:13]=3[C:4]=2[CH:3]=1.C1COCC1.O.O[Li].O. (5) Given the product [Br-:1].[OH:2][C:3]([C:30]1[CH:31]=[CH:32][CH:33]=[CH:34][CH:35]=1)([C:24]1[CH:29]=[CH:28][CH:27]=[CH:26][C:25]=1[CH3:39])[C:4]([O:6][C@@H:7]1[CH:12]2[CH2:11][CH2:10][N+:9]([CH2:15][C:16](=[O:23])[NH:17][C:18]3[CH:22]=[CH:21][O:20][N:19]=3)([CH2:14][CH2:13]2)[CH2:8]1)=[O:5], predict the reactants needed to synthesize it. The reactants are: [Br-:1].[OH:2][C:3]([C:30]1[CH:35]=[CH:34][C:33](OC)=[CH:32][CH:31]=1)([C:24]1[CH:29]=[CH:28][CH:27]=[CH:26][CH:25]=1)[C:4]([O:6][C@@H:7]1[CH:12]2[CH2:13][CH2:14][N+:9]([CH2:15][C:16](=[O:23])[NH:17][C:18]3[CH:22]=[CH:21][O:20][N:19]=3)([CH2:10][CH2:11]2)[CH2:8]1)=[O:5].N12CCC(CC1)[C@@H](OC(=O)C(O)(C1C=CC(OC)=CC=1)C1C=CC=CC=1)[CH2:39]2.N12CCC(CC1)[C@@H](OC(=O)C(O)(C1C=CC=CC=1)C1C=CC=CC=1C)C2.